This data is from Reaction yield outcomes from USPTO patents with 853,638 reactions. The task is: Predict the reaction yield, written as a fraction of the theoretical maximum amount of product (1.0 means a 100% yield; for example, 0.34 means a 34% yield). (1) The reactants are [F:1][C:2]1[C:3](=[O:18])[N:4]([CH3:17])[CH:5]=[C:6](B2OC(C)(C)C(C)(C)O2)[CH:7]=1.Br[C:20]1[CH:25]=[C:24]([S:26]([CH3:29])(=[O:28])=[O:27])[CH:23]=[CH:22][C:21]=1[O:30][CH2:31][CH:32]1[CH2:34][CH2:33]1. The catalyst is O1CCOCC1.C(=O)(O)[O-].C1C=CC(P(C2C=CC=CC=2)[C-]2C=CC=C2)=CC=1.C1C=CC(P(C2C=CC=CC=2)[C-]2C=CC=C2)=CC=1.Cl[Pd]Cl.[Fe+2]. The product is [CH:32]1([CH2:31][O:30][C:21]2[CH:20]=[CH:25][C:24]([S:26]([CH3:29])(=[O:28])=[O:27])=[CH:23][C:22]=2[C:6]2[CH:7]=[C:2]([F:1])[C:3](=[O:18])[N:4]([CH3:17])[CH:5]=2)[CH2:33][CH2:34]1. The yield is 0.460. (2) The reactants are [F:1][C:2]1[CH:3]=[C:4]([N:9]([CH3:11])[CH3:10])[CH:5]=[C:6]([CH3:8])[CH:7]=1.C([O-])(=O)C.[NH4+].[Br:17]N1C(=O)CCC1=O.CCOC(C)=O. The catalyst is C(#N)C. The product is [Br:17][C:7]1[C:6]([CH3:8])=[CH:5][C:4]([N:9]([CH3:10])[CH3:11])=[CH:3][C:2]=1[F:1]. The yield is 0.930. (3) The product is [CH2:1]([O:3][C:4]([CH:6]1[CH2:8][CH:7]1[CH2:9][C:10]1[N:18]2[C:13]([C:14]([NH2:19])=[N:15][CH:16]=[N:17]2)=[C:12]([Br:20])[CH:11]=1)=[O:5])[CH3:2]. The catalyst is C1COCC1. The reactants are [CH2:1]([O:3][C:4]([CH:6]1[CH2:8][CH:7]1[CH2:9][C:10]1[N:18]2[C:13]([C:14]([NH2:19])=[N:15][CH:16]=[N:17]2)=[CH:12][CH:11]=1)=[O:5])[CH3:2].[Br:20]C1C(=O)C(C)(C)C(Br)C1=O. The yield is 0.510. (4) The reactants are O[CH:2]([C:6]1[CH:11]=[CH:10][C:9]([CH:12]([CH3:14])[CH3:13])=[CH:8][CH:7]=1)[C:3]([OH:5])=[O:4].[CH3:15][C:16]1[C:21]([CH3:22])=[CH:20][CH:19]=[CH:18][C:17]=1O. The catalyst is CO. The product is [CH:12]([C:9]1[CH:10]=[CH:11][C:6]([CH:2]2[C:19]3[CH:18]=[CH:17][C:16]([CH3:15])=[C:21]([CH3:22])[C:20]=3[O:5][C:3]2=[O:4])=[CH:7][CH:8]=1)([CH3:14])[CH3:13]. The yield is 0.440. (5) The reactants are Cl[C:2]1[CH:11]=[C:10]([CH3:12])[C:9]2[C:4](=[CH:5][CH:6]=[C:7]([Cl:13])[CH:8]=2)[N:3]=1.[C:14](OCC)(=[O:17])[NH:15][NH2:16]. The catalyst is C(O)C.Cl. The product is [Cl:13][C:7]1[CH:8]=[C:9]2[C:4](=[CH:5][CH:6]=1)[N:3]1[C:14](=[O:17])[NH:15][N:16]=[C:2]1[CH:11]=[C:10]2[CH3:12]. The yield is 0.327.